This data is from Catalyst prediction with 721,799 reactions and 888 catalyst types from USPTO. The task is: Predict which catalyst facilitates the given reaction. (1) Reactant: [NH2:1][C:2]([NH:4][C:5]1[S:6][C:7]([C:26]2[CH:31]=[CH:30][CH:29]=[CH:28][CH:27]=2)=[CH:8][C:9]=1[C:10]([NH:12][C@H:13]1[CH2:18][CH2:17][CH2:16][N:15](C(OC(C)(C)C)=O)[CH2:14]1)=[O:11])=[O:3].Cl. Product: [NH:15]1[CH2:16][CH2:17][CH2:18][C@H:13]([NH:12][C:10]([C:9]2[CH:8]=[C:7]([C:26]3[CH:31]=[CH:30][CH:29]=[CH:28][CH:27]=3)[S:6][C:5]=2[NH:4][C:2]([NH2:1])=[O:3])=[O:11])[CH2:14]1. The catalyst class is: 12. (2) Reactant: [C:1]([CH2:3][NH:4][C:5](=[O:15])[C@@H:6]([OH:14])[CH2:7][CH:8]1[CH2:13][CH2:12][CH2:11][CH2:10][CH2:9]1)#[N:2].C(N(CC)CC)C.[C:23]([N:27]=[C:28]=[O:29])([CH3:26])([CH3:25])[CH3:24]. Product: [C:1]([CH2:3][NH:4][C:5]([C@@H:6]([O:14][C:28](=[O:29])[NH:27][C:23]([CH3:26])([CH3:25])[CH3:24])[CH2:7][CH:8]1[CH2:13][CH2:12][CH2:11][CH2:10][CH2:9]1)=[O:15])#[N:2]. The catalyst class is: 4. (3) Reactant: [OH:1][N:2]([CH3:29])[C:3](=[NH:28])/[C:4](=[N:11]\[O:12][CH2:13][C:14]1[N:19]=[C:18]([NH:20][C:21](=[O:27])[O:22][CH2:23][CH2:24][C:25]#[CH:26])[CH:17]=[CH:16][CH:15]=1)/[C:5]1[CH:10]=[CH:9][CH:8]=[CH:7][CH:6]=1.[C:30](N1C=CN=C1)(N1C=CN=C1)=[O:31]. Product: [CH3:29][N:2]1[C:3](/[C:4](=[N:11]\[O:12][CH2:13][C:14]2[N:19]=[C:18]([NH:20][C:21](=[O:27])[O:22][CH2:23][CH2:24][C:25]#[CH:26])[CH:17]=[CH:16][CH:15]=2)/[C:5]2[CH:10]=[CH:9][CH:8]=[CH:7][CH:6]=2)=[N:28][C:30](=[O:31])[O:1]1. The catalyst class is: 3. (4) Reactant: [C:1]([CH2:3][CH2:4][C:5]([C:17]1[CH:22]=[CH:21][CH:20]=[CH:19][CH:18]=1)([C:11]1[CH:16]=[CH:15][CH:14]=[CH:13][CH:12]=1)[C:6](OCC)=[O:7])#[N:2].N. Product: [C:11]1([C:5]2([C:17]3[CH:22]=[CH:21][CH:20]=[CH:19][CH:18]=3)[CH2:4][CH2:3][CH2:1][NH:2][C:6]2=[O:7])[CH:16]=[CH:15][CH:14]=[CH:13][CH:12]=1. The catalyst class is: 94. (5) The catalyst class is: 3. Product: [Cl:70][C:67]1[CH:68]=[CH:69][C:64]([CH:59]2[CH:58]([CH2:57][O:56][C:53]3[CH:52]=[CH:51][C:50]([Cl:49])=[CH:55][N:54]=3)[CH2:63][CH2:62][N:61]([C:11]([C:10]3[CH:9]=[CH:8][C:7]([C:5]4[O:4][N:3]=[C:2]([CH3:1])[N:6]=4)=[CH:15][CH:14]=3)=[O:13])[CH2:60]2)=[CH:65][CH:66]=1. Reactant: [CH3:1][C:2]1[N:6]=[C:5]([C:7]2[CH:15]=[CH:14][C:10]([C:11]([OH:13])=O)=[CH:9][CH:8]=2)[O:4][N:3]=1.CN(C(ON1N=NC2C=CC=NC1=2)=[N+](C)C)C.F[P-](F)(F)(F)(F)F.CCN(C(C)C)C(C)C.[Cl:49][C:50]1[CH:51]=[CH:52][C:53]([O:56][CH2:57][CH:58]2[CH2:63][CH2:62][NH:61][CH2:60][CH:59]2[C:64]2[CH:69]=[CH:68][C:67]([Cl:70])=[CH:66][CH:65]=2)=[N:54][CH:55]=1.Cl. (6) Reactant: [F:1][C:2]1[CH:7]=[CH:6][C:5]([N+:8]([O-:10])=[O:9])=[C:4]([O:11][C@@H:12]2[CH2:17][CH2:16][CH2:15][CH2:14][C@H:13]2[OH:18])[CH:3]=1.F[B-](F)(F)F.[CH3:24][O+](C)C.O. Product: [F:1][C:2]1[CH:7]=[CH:6][C:5]([N+:8]([O-:10])=[O:9])=[C:4]([O:11][C@@H:12]2[CH2:17][CH2:16][CH2:15][CH2:14][C@H:13]2[O:18][CH3:24])[CH:3]=1. The catalyst class is: 2. (7) Reactant: [Cl:1][C:2]1[CH:3]=[C:4]2[C:9](=[CH:10][CH:11]=1)[NH:8][CH:7]([C:12]1[CH:18]=[CH:17][CH:16]=[CH:15][C:13]=1[NH2:14])[CH2:6][C:5]2([CH3:20])[CH3:19].N1C=CC=CC=1.[F:27][C:28]1[CH:33]=[CH:32][CH:31]=[CH:30][C:29]=1[S:34](Cl)(=[O:36])=[O:35]. Product: [Cl:1][C:2]1[CH:3]=[C:4]2[C:9](=[CH:10][CH:11]=1)[NH:8][CH:7]([C:12]1[CH:18]=[CH:17][CH:16]=[CH:15][C:13]=1[NH:14][S:34]([C:29]1[CH:30]=[CH:31][CH:32]=[CH:33][C:28]=1[F:27])(=[O:36])=[O:35])[CH2:6][C:5]2([CH3:20])[CH3:19]. The catalyst class is: 4. (8) Reactant: [OH:1][CH2:2][C@H:3]([NH:9][C:10](=[O:16])[C@@H:11]([CH3:15])[CH2:12][CH:13]=[CH2:14])[C:4]1[S:5][CH:6]=[CH:7][CH:8]=1.[CH3:17][C@H:18]([CH2:22][CH:23]=[CH2:24])[C:19](O)=[O:20].CCOC(C)=O.CCCCCC. Product: [CH3:17][C@@H:18]([CH2:22][CH:23]=[CH2:24])[C:19]([O:1][CH2:2][C@@H:3]([NH:9][C:10](=[O:16])[C@@H:11]([CH3:15])[CH2:12][CH:13]=[CH2:14])[C:4]1[S:5][CH:6]=[CH:7][CH:8]=1)=[O:20]. The catalyst class is: 2.